The task is: Predict the reactants needed to synthesize the given product.. This data is from Full USPTO retrosynthesis dataset with 1.9M reactions from patents (1976-2016). (1) Given the product [Cl:24][CH2:19][C:17]1[S:16][C:15]2[CH:21]=[C:11]([O:10][C:2]3[S:1][C:9]4[C:4]([N:3]=3)=[N:5][CH:6]=[CH:7][CH:8]=4)[CH:12]=[CH:13][C:14]=2[CH:18]=1, predict the reactants needed to synthesize it. The reactants are: [S:1]1[C:9]2[C:4](=[N:5][CH:6]=[CH:7][CH:8]=2)[N:3]=[C:2]1[O:10][C:11]1[CH:12]=[CH:13][C:14]2[CH:18]=[C:17]([CH2:19]O)[S:16][C:15]=2[CH:21]=1.S(Cl)([Cl:24])=O. (2) The reactants are: [CH3:1][O:2][C:3]([C:5]1[S:6][C:7]([C:11]2[CH:16]=[CH:15][CH:14]=[CH:13][CH:12]=2)=[CH:8][C:9]=1[NH2:10])=[O:4].[Cl:17][C:18]1[CH:26]=[CH:25][C:21]([C:22](Cl)=[O:23])=[CH:20][CH:19]=1. Given the product [CH3:1][O:2][C:3]([C:5]1[S:6][C:7]([C:11]2[CH:16]=[CH:15][CH:14]=[CH:13][CH:12]=2)=[CH:8][C:9]=1[NH:10][C:22](=[O:23])[C:21]1[CH:25]=[CH:26][C:18]([Cl:17])=[CH:19][CH:20]=1)=[O:4], predict the reactants needed to synthesize it. (3) Given the product [Cl:1][C:2]1[C:3]2[N:4]([C:10]([C@@H:12]3[CH2:17][CH2:16][CH2:15][N:14]([C:18]([O:20][CH2:21][C:22]4[CH:27]=[CH:26][CH:25]=[CH:24][CH:23]=4)=[O:19])[CH2:13]3)=[N:9][CH:8]=2)[CH:5]=[CH:6][N:7]=1, predict the reactants needed to synthesize it. The reactants are: [Cl:1][C:2]1[C:3]([CH2:8][NH:9][C:10]([C@@H:12]2[CH2:17][CH2:16][CH2:15][N:14]([C:18]([O:20][CH2:21][C:22]3[CH:27]=[CH:26][CH:25]=[CH:24][CH:23]=3)=[O:19])[CH2:13]2)=O)=[N:4][CH:5]=[CH:6][N:7]=1.P(Cl)(Cl)(Cl)=O.N. (4) Given the product [Cl:39][C:34]1[CH:33]=[C:32]([Cl:40])[C:31]([OH:41])=[C:30]2[C:35]=1[C:36]([OH:38])=[CH:37][C:28]([C:26]([OH:27])=[O:25])=[N:29]2, predict the reactants needed to synthesize it. The reactants are: COC(C1C=C(O)C2C(=C(OCC3C=CC=CC=3)C=CC=2)N=1)=O.C[O:25][C:26]([C:28]1[CH:37]=[C:36]([OH:38])[C:35]2[C:30](=[C:31]([OH:41])[C:32]([Cl:40])=[CH:33][C:34]=2[Cl:39])[N:29]=1)=[O:27].